This data is from Peptide-MHC class I binding affinity with 185,985 pairs from IEDB/IMGT. The task is: Regression. Given a peptide amino acid sequence and an MHC pseudo amino acid sequence, predict their binding affinity value. This is MHC class I binding data. (1) The peptide sequence is GPPQVGLSY. The MHC is HLA-A24:02 with pseudo-sequence HLA-A24:02. The binding affinity (normalized) is 0. (2) The peptide sequence is GPKVKQWPL. The MHC is HLA-A26:01 with pseudo-sequence HLA-A26:01. The binding affinity (normalized) is 0. (3) The MHC is HLA-B15:17 with pseudo-sequence HLA-B15:17. The peptide sequence is DRLASTVIY. The binding affinity (normalized) is 0.0847. (4) The peptide sequence is VQIDRLITGR. The MHC is HLA-A03:01 with pseudo-sequence HLA-A03:01. The binding affinity (normalized) is 0.298. (5) The peptide sequence is MVASDVCKK. The MHC is HLA-A33:01 with pseudo-sequence HLA-A33:01. The binding affinity (normalized) is 0.182.